This data is from Forward reaction prediction with 1.9M reactions from USPTO patents (1976-2016). The task is: Predict the product of the given reaction. (1) Given the reactants [CH2:1]([O:3][C:4]1[N:9]=[CH:8][C:7]([CH2:10][N:11]2[CH:15]=[C:14]([C:16]([OH:18])=O)[C:13]([C:19]3[CH:24]=[CH:23][CH:22]=[CH:21][CH:20]=3)=[N:12]2)=[CH:6][CH:5]=1)[CH3:2].[NH2:25][CH2:26][C:27]1[CH:28]=[C:29]2[C:34](=[CH:35][CH:36]=1)[C:33]([NH2:37])=[N:32][CH:31]=[CH:30]2.C(N(CC)C(C)C)(C)C.CN(C(ON1N=NC2C=CC=NC1=2)=[N+](C)C)C.F[P-](F)(F)(F)(F)F, predict the reaction product. The product is: [NH2:37][C:33]1[C:34]2[C:29](=[CH:28][C:27]([CH2:26][NH:25][C:16]([C:14]3[C:13]([C:19]4[CH:20]=[CH:21][CH:22]=[CH:23][CH:24]=4)=[N:12][N:11]([CH2:10][C:7]4[CH:8]=[N:9][C:4]([O:3][CH2:1][CH3:2])=[CH:5][CH:6]=4)[CH:15]=3)=[O:18])=[CH:36][CH:35]=2)[CH:30]=[CH:31][N:32]=1. (2) Given the reactants [C:1]([O:5][C:6]([NH:8][C@H:9]1[C@@:14]([OH:16])([CH3:15])[C@@H:13]([CH3:17])[O:12][C@@H:11]([C:18]2[CH:23]=[CH:22][N:21]=[CH:20][C:19]=2[NH:24][C:25]([C:27]2[N:32]=[C:31]([C:33]3[C:42]([F:43])=[CH:41][C:36]([C:37]([O:39]C)=[O:38])=[CH:35][C:34]=3[F:44])[C:30]([F:45])=[CH:29][CH:28]=2)=[O:26])[CH2:10]1)=[O:7])([CH3:4])([CH3:3])[CH3:2].[Li+].[OH-], predict the reaction product. The product is: [C:1]([O:5][C:6]([NH:8][C@H:9]1[C@@:14]([OH:16])([CH3:15])[C@@H:13]([CH3:17])[O:12][C@@H:11]([C:18]2[CH:23]=[CH:22][N:21]=[CH:20][C:19]=2[NH:24][C:25]([C:27]2[N:32]=[C:31]([C:33]3[C:34]([F:44])=[CH:35][C:36]([C:37]([OH:39])=[O:38])=[CH:41][C:42]=3[F:43])[C:30]([F:45])=[CH:29][CH:28]=2)=[O:26])[CH2:10]1)=[O:7])([CH3:2])([CH3:3])[CH3:4]. (3) Given the reactants [NH2:1][C:2]1[C:7]([C:8]#[N:9])=[C:6]([C:10]2[N:11]=[C:12]([Br:15])[S:13][CH:14]=2)[C:5]([C:16]#[N:17])=[C:4]([SH:18])[N:3]=1.Cl[CH2:20][C:21]1[N:22]=[C:23]([C:26]2[CH:31]=[CH:30][C:29]([Cl:32])=[CH:28][CH:27]=2)[S:24][CH:25]=1.C(=O)(O)[O-].[Na+].O, predict the reaction product. The product is: [NH2:1][C:2]1[C:7]([C:8]#[N:9])=[C:6]([C:10]2[N:11]=[C:12]([Br:15])[S:13][CH:14]=2)[C:5]([C:16]#[N:17])=[C:4]([S:18][CH2:20][C:21]2[N:22]=[C:23]([C:26]3[CH:31]=[CH:30][C:29]([Cl:32])=[CH:28][CH:27]=3)[S:24][CH:25]=2)[N:3]=1.